Predict the product of the given reaction. From a dataset of Forward reaction prediction with 1.9M reactions from USPTO patents (1976-2016). Given the reactants [C:1]([CH2:3][CH2:4][O:5][C:6]([C:8]1[CH:13]([C:14]2[CH:19]=[CH:18][CH:17]=[C:16]([Cl:20])[CH:15]=2)[C:12]([C:21](=[O:38])[NH:22][CH2:23][CH2:24][CH:25]([C:32]2[CH:37]=[CH:36][CH:35]=[CH:34][CH:33]=2)[C:26]2[CH:31]=[CH:30][CH:29]=[CH:28][CH:27]=2)=[C:11]([CH2:39][O:40][CH2:41][CH2:42]Cl)[NH:10][C:9]=1[CH3:44])=[O:7])#[N:2].[I-].[Na+].[N-:47]=[N+:48]=[N-:49].[Na+].C(OCC)(=O)C, predict the reaction product. The product is: [C:1]([CH2:3][CH2:4][O:5][C:6]([C:8]1[CH:13]([C:14]2[CH:19]=[CH:18][CH:17]=[C:16]([Cl:20])[CH:15]=2)[C:12]([C:21](=[O:38])[NH:22][CH2:23][CH2:24][CH:25]([C:26]2[CH:27]=[CH:28][CH:29]=[CH:30][CH:31]=2)[C:32]2[CH:37]=[CH:36][CH:35]=[CH:34][CH:33]=2)=[C:11]([CH2:39][O:40][CH2:41][CH2:42][N:47]=[N+:48]=[N-:49])[NH:10][C:9]=1[CH3:44])=[O:7])#[N:2].